From a dataset of Full USPTO retrosynthesis dataset with 1.9M reactions from patents (1976-2016). Predict the reactants needed to synthesize the given product. (1) Given the product [CH2:1]([N:3]([CH2:4][CH2:5][C:6]1[CH:10]=[CH:9][N:8]([C:11]2[CH:16]=[CH:15][C:14]([F:17])=[CH:13][N:12]=2)[N:7]=1)[C:24](=[O:25])[C:23]1[CH:27]=[C:19]([CH3:18])[CH:20]=[CH:21][C:22]=1[C:28]1[N:33]=[CH:32][CH:31]=[CH:30][N:29]=1)[CH3:2], predict the reactants needed to synthesize it. The reactants are: [CH2:1]([NH:3][CH2:4][CH2:5][C:6]1[CH:10]=[CH:9][N:8]([C:11]2[CH:16]=[CH:15][C:14]([F:17])=[CH:13][N:12]=2)[N:7]=1)[CH3:2].[CH3:18][C:19]1[CH:20]=[CH:21][C:22]([C:28]2[N:33]=[CH:32][CH:31]=[CH:30][N:29]=2)=[C:23]([CH:27]=1)[C:24](O)=[O:25]. (2) The reactants are: C(O[BH-](OC(=O)C)OC(=O)C)(=O)C.[Na+].[CH2:15]([NH:22][CH2:23][CH2:24][C:25]1[CH:40]=[CH:39][C:28]([O:29][C:30]2[CH:38]=[CH:37][C:33]([C:34]([NH2:36])=[O:35])=[CH:32][N:31]=2)=[CH:27][CH:26]=1)[C:16]1[CH:21]=[CH:20][CH:19]=[CH:18][CH:17]=1.[CH:41](=O)[C:42]1[CH:47]=[CH:46][CH:45]=[CH:44][CH:43]=1.C(O)(=O)C.[OH-].[Na+]. Given the product [CH2:15]([N:22]([CH2:41][C:42]1[CH:47]=[CH:46][CH:45]=[CH:44][CH:43]=1)[CH2:23][CH2:24][C:25]1[CH:40]=[CH:39][C:28]([O:29][C:30]2[CH:38]=[CH:37][C:33]([C:34]([NH2:36])=[O:35])=[CH:32][N:31]=2)=[CH:27][CH:26]=1)[C:16]1[CH:17]=[CH:18][CH:19]=[CH:20][CH:21]=1, predict the reactants needed to synthesize it.